This data is from Forward reaction prediction with 1.9M reactions from USPTO patents (1976-2016). The task is: Predict the product of the given reaction. (1) Given the reactants Cl[C:2]1[CH:7]=[C:6]([C:8]2[CH:13]=[CH:12][C:11]([O:14][CH:15]([CH3:17])[CH3:16])=[CH:10][CH:9]=2)[N:5]=[C:4]([C:18]2[N:23]=[CH:22][CH:21]=[CH:20][N:19]=2)[CH:3]=1.[F-:24].[Cs+].CS(C)=O, predict the reaction product. The product is: [F:24][C:2]1[CH:7]=[C:6]([C:8]2[CH:13]=[CH:12][C:11]([O:14][CH:15]([CH3:17])[CH3:16])=[CH:10][CH:9]=2)[N:5]=[C:4]([C:18]2[N:23]=[CH:22][CH:21]=[CH:20][N:19]=2)[CH:3]=1. (2) Given the reactants [CH3:1][O:2][C:3]([CH2:5]P(OC)(OC)=O)=[O:4].C1CCN2C(=NCCC2)CC1.[Li+].[Cl-].[O:25]([C:32]1[CH:33]=[C:34]([CH:47]=[CH:48][CH:49]=1)[CH2:35][O:36][C:37]12[CH2:43][C:40]([CH2:44][CH:45]=O)([CH2:41][CH2:42]1)[CH2:39][CH2:38]2)[C:26]1[CH:31]=[CH:30][CH:29]=[CH:28][CH:27]=1, predict the reaction product. The product is: [O:25]([C:32]1[CH:33]=[C:34]([CH:47]=[CH:48][CH:49]=1)[CH2:35][O:36][C:37]12[CH2:43][C:40]([CH2:44]/[CH:45]=[CH:5]/[C:3]([O:2][CH3:1])=[O:4])([CH2:39][CH2:38]1)[CH2:41][CH2:42]2)[C:26]1[CH:27]=[CH:28][CH:29]=[CH:30][CH:31]=1. (3) The product is: [CH3:1][S:2]([OH:5])(=[O:4])=[O:3].[CH3:1][S:2]([OH:5])(=[O:4])=[O:3].[CH3:54][O:53][C:51]1[CH:52]=[C:47]([C:44]2[CH:43]=[CH:42][C:41]([C:40]([N:37]3[CH2:38][CH2:39][N:34]([CH2:33][CH2:32][CH2:31][CH2:30][N:27]4[CH2:28][CH2:29][N:24]([C:22](=[O:23])[C:21]5[CH:60]=[CH:61][C:18]([C:10]6[CH:9]=[C:8]([O:7][CH3:6])[C:13]([O:14][CH3:15])=[C:12]([O:16][CH3:17])[CH:11]=6)=[CH:19][CH:20]=5)[CH2:25][CH2:26]4)[CH2:35][CH2:36]3)=[O:59])=[CH:46][CH:45]=2)[CH:48]=[C:49]([O:57][CH3:58])[C:50]=1[O:55][CH3:56]. Given the reactants [CH3:1][S:2]([OH:5])(=[O:4])=[O:3].[CH3:6][O:7][C:8]1[CH:9]=[C:10]([C:18]2[CH:61]=[CH:60][C:21]([C:22]([N:24]3[CH2:29][CH2:28][N:27]([CH2:30][CH2:31][CH2:32][CH2:33][N:34]4[CH2:39][CH2:38][N:37]([C:40](=[O:59])[C:41]5[CH:46]=[CH:45][C:44]([C:47]6[CH:52]=[C:51]([O:53][CH3:54])[C:50]([O:55][CH3:56])=[C:49]([O:57][CH3:58])[CH:48]=6)=[CH:43][CH:42]=5)[CH2:36][CH2:35]4)[CH2:26][CH2:25]3)=[O:23])=[CH:20][CH:19]=2)[CH:11]=[C:12]([O:16][CH3:17])[C:13]=1[O:14][CH3:15], predict the reaction product.